From a dataset of Catalyst prediction with 721,799 reactions and 888 catalyst types from USPTO. Predict which catalyst facilitates the given reaction. (1) Reactant: Cl[C:2]1[C:7]2[C:8]3[CH2:14][CH2:13][CH2:12][CH2:11][C:9]=3[Se:10][C:6]=2[N:5]=[CH:4][N:3]=1.[CH3:15][S:16][C:17]1[S:18][C:19]([N+:23]([O-:25])=[O:24])=[C:20]([NH2:22])[N:21]=1.[OH-].[Na+]. Product: [CH3:15][S:16][C:17]1[S:18][C:19]([N+:23]([O-:25])=[O:24])=[C:20]([NH:22][C:2]2[C:7]3[C:8]4[CH2:14][CH2:13][CH2:12][CH2:11][C:9]=4[Se:10][C:6]=3[N:5]=[CH:4][N:3]=2)[N:21]=1. The catalyst class is: 3. (2) Reactant: [F:1][C:2]1[CH:8]=[C:7]([C:9]#[C:10][Si:11]([CH3:14])([CH3:13])[CH3:12])[CH:6]=[CH:5][C:3]=1[NH2:4].F[C:16]1[C:24]([F:25])=[C:23]([F:26])[CH:22]=[CH:21][C:17]=1[C:18]([OH:20])=[O:19].[Li+].C[Si]([N-][Si](C)(C)C)(C)C. Product: [F:25][C:24]1[C:16]([NH:4][C:3]2[CH:5]=[CH:6][C:7]([C:9]#[C:10][Si:11]([CH3:13])([CH3:12])[CH3:14])=[CH:8][C:2]=2[F:1])=[C:17]([CH:21]=[CH:22][C:23]=1[F:26])[C:18]([OH:20])=[O:19]. The catalyst class is: 1. (3) Reactant: C(P(C(C)(C)C)C(C)(C)C)(C)(C)C.Br[C:15]1[CH:32]=[CH:31][C:30]2[C:29]3[C:24](=[CH:25][CH:26]=[CH:27][CH:28]=3)[C:23]3[C:18](=[CH:19][CH:20]=[CH:21][CH:22]=3)[C:17]=2[CH:16]=1.CC(C)([O-])C.[Na+].[NH2:39][C:40]1[CH:45]=[CH:44][CH:43]=[CH:42][CH:41]=1. Product: [C:40]1([NH:39][C:15]2[CH:32]=[CH:31][C:30]3[C:29]4[C:24](=[CH:25][CH:26]=[CH:27][CH:28]=4)[C:23]4[C:18](=[CH:19][CH:20]=[CH:21][CH:22]=4)[C:17]=3[CH:16]=2)[CH:45]=[CH:44][CH:43]=[CH:42][CH:41]=1. The catalyst class is: 487. (4) The catalyst class is: 4. Product: [Cl:1][C:2]1[C:11]2[N:12]=[C:13]([CH2:18][O:19][CH2:20][CH3:21])[N:14]([CH2:15][CH2:16][N:17]3[C:22]4([CH2:26][CH2:25][CH2:24][CH2:23]4)[O:27][N:36]=[C:34]3[CH3:35])[C:10]=2[C:9]2[CH:8]=[CH:7][CH:6]=[CH:5][C:4]=2[N:3]=1. Reactant: [Cl:1][C:2]1[C:11]2[N:12]=[C:13]([CH2:18][O:19][CH2:20][CH3:21])[N:14]([CH2:15][CH2:16][NH2:17])[C:10]=2[C:9]2[CH:8]=[CH:7][CH:6]=[CH:5][C:4]=2[N:3]=1.[C:22]1(=[O:27])[CH2:26][CH2:25][CH2:24][CH2:23]1.S([O-])([O-])(=O)=O.[Mg+2].[CH:34](=[N:36]O)[CH3:35].ClN1C(=O)CCC1=O.C(N(CC)CC)C. (5) Reactant: [CH3:1][C:2]1[C:6]([C:7]2[N:11]([C:12]3[CH:17]=[CH:16][C:15]([O:18][CH3:19])=[CH:14][CH:13]=3)[N:10]=[C:9]([CH2:20][CH2:21][CH3:22])[C:8]=2[CH:23]=O)=[C:5]([CH3:25])[O:4][N:3]=1.Cl.[NH2:27][OH:28].N1C=CC=CC=1.Cl. Product: [CH3:1][C:2]1[C:6]([C:7]2[N:11]([C:12]3[CH:13]=[CH:14][C:15]([O:18][CH3:19])=[CH:16][CH:17]=3)[N:10]=[C:9]([CH2:20][CH2:21][CH3:22])[C:8]=2[CH:23]=[N:27][OH:28])=[C:5]([CH3:25])[O:4][N:3]=1. The catalyst class is: 511. (6) The catalyst class is: 57. Product: [ClH:9].[NH:7]([C:10]([C:12]1[C:20]2[C:15](=[CH:16][CH:17]=[C:18]([CH3:21])[CH:19]=2)[N:14]([C:22]2[C:31]3[C:26](=[CH:27][CH:28]=[CH:29][CH:30]=3)[N:25]=[CH:24][CH:23]=2)[CH:13]=1)=[O:11])[C:6]([NH2:8])=[NH:5]. Reactant: [Na].CO.Cl.[NH2:5][C:6]([NH2:8])=[NH:7].[Cl:9][C:10]([C:12]1[C:20]2[C:15](=[CH:16][CH:17]=[C:18]([CH3:21])[CH:19]=2)[N:14]([C:22]2[C:31]3[C:26](=[CH:27][CH:28]=[CH:29][CH:30]=3)[N:25]=[CH:24][CH:23]=2)[CH:13]=1)=[O:11].